This data is from Full USPTO retrosynthesis dataset with 1.9M reactions from patents (1976-2016). The task is: Predict the reactants needed to synthesize the given product. (1) The reactants are: [CH3:1][O:2][C:3]1[C:23]2[CH2:22][NH+:10]3[CH2:11][CH2:12][C:13]4[C:18]([C:9]3=[C:8]([CH3:24])[C:7]=2[CH:6]=[CH:5][C:4]=1[O:25][CH3:26])=[CH:17][C:16]1[O:19][CH2:20][O:21][C:15]=1[CH:14]=4.[I-].[C:28]([Mg]Br)([CH3:30])=[CH2:29].O1CCCC1. Given the product [C:28]([CH:22]1[N:10]2[CH2:11][CH2:12][C:13]3[C:18]([C:9]2=[C:8]([CH3:24])[C:7]2[CH:6]=[CH:5][C:4]([O:25][CH3:26])=[C:3]([O:2][CH3:1])[C:23]1=2)=[CH:17][C:16]1[O:19][CH2:20][O:21][C:15]=1[CH:14]=3)([CH3:30])=[CH2:29], predict the reactants needed to synthesize it. (2) Given the product [C:1]1([B:7]([CH:9]([O:16][CH:17]([B:24]([C:26]2[CH:27]=[CH:28][CH:29]=[CH:30][CH:31]=2)[O:25][CH2:35][CH2:34][N:33]([CH3:37])[CH3:32])[C:18]2[CH:19]=[CH:20][CH:21]=[CH:22][CH:23]=2)[C:10]2[CH:15]=[CH:14][CH:13]=[CH:12][CH:11]=2)[O:8][CH2:35][CH2:34][N:33]([CH3:37])[CH3:32])[CH:2]=[CH:3][CH:4]=[CH:5][CH:6]=1, predict the reactants needed to synthesize it. The reactants are: [C:1]1([B:7]([CH:9]([O:16][CH:17]([B:24]([C:26]2[CH:31]=[CH:30][CH:29]=[CH:28][CH:27]=2)[OH:25])[C:18]2[CH:23]=[CH:22][CH:21]=[CH:20][CH:19]=2)[C:10]2[CH:15]=[CH:14][CH:13]=[CH:12][CH:11]=2)[OH:8])[CH:6]=[CH:5][CH:4]=[CH:3][CH:2]=1.[CH3:32][N:33]([CH3:37])[CH2:34][CH2:35]O. (3) Given the product [Cl:27][C:28]1[CH:35]=[CH:34][CH:33]=[CH:32][C:29]=1[CH2:30][NH:31][C:1]([CH2:4][CH:5]1[C:9]2[C:10]([C:16]([NH:18][C:19]3[C:20]([Cl:26])=[CH:21][N:22]=[CH:23][C:24]=3[Cl:25])=[O:17])=[CH:11][CH:12]=[C:13]([O:14][CH3:15])[C:8]=2[O:7][CH2:6]1)=[O:3], predict the reactants needed to synthesize it. The reactants are: [C:1]([CH2:4][CH:5]1[C:9]2[C:10]([C:16]([NH:18][C:19]3[C:24]([Cl:25])=[CH:23][N:22]=[CH:21][C:20]=3[Cl:26])=[O:17])=[CH:11][CH:12]=[C:13]([O:14][CH3:15])[C:8]=2[O:7][CH2:6]1)([OH:3])=O.[Cl:27][C:28]1[CH:35]=[CH:34][CH:33]=[CH:32][C:29]=1[CH2:30][NH2:31].